This data is from Catalyst prediction with 721,799 reactions and 888 catalyst types from USPTO. The task is: Predict which catalyst facilitates the given reaction. Reactant: [O:1]1[CH2:6][CH2:5][N:4]([C:7]2[CH:16]=[C:15]3[C:10]([N:11]=[CH:12][CH:13]=[N:14]3)=[C:9]([NH:17][CH:18]3[CH2:23][CH2:22][CH:21]([NH:24]C(=O)OC(C)(C)C)[CH2:20][CH2:19]3)[CH:8]=2)[CH2:3][CH2:2]1.[F:32][C:33]([F:38])([F:37])[C:34]([OH:36])=[O:35].C(=O)(O)[O-].[Na+]. Product: [O:1]1[CH2:6][CH2:5][N:4]([C:7]2[CH:16]=[C:15]3[C:10]([N:11]=[CH:12][CH:13]=[N:14]3)=[C:9]([NH:17][CH:18]3[CH2:23][CH2:22][CH:21]([NH2:24])[CH2:20][CH2:19]3)[CH:8]=2)[CH2:3][CH2:2]1.[F:32][C:33]([F:38])([F:37])[C:34]([O-:36])=[O:35]. The catalyst class is: 4.